The task is: Predict the product of the given reaction.. This data is from Forward reaction prediction with 1.9M reactions from USPTO patents (1976-2016). (1) Given the reactants [OH:1]S(O)(=O)=O.[NH2:6][C:7]1[N:11]([C:12]2[C:17]([Cl:18])=[CH:16][C:15]([C:19]([F:22])([F:21])[F:20])=[CH:14][C:13]=2[Cl:23])[N:10]=[C:9]([C:24]#[N:25])[C:8]=1[S:26][C:27]([F:30])([F:29])[F:28].OO.O, predict the reaction product. The product is: [CH:16]1[C:15]([C:19]([F:20])([F:21])[F:22])=[CH:14][C:13]([Cl:23])=[C:12]([N:11]2[N:10]=[C:9]([C:24]#[N:25])[C:8]([S+:26]([O-:1])[C:27]([F:30])([F:29])[F:28])=[C:7]2[NH2:6])[C:17]=1[Cl:18]. (2) Given the reactants [F:1][C:2]1([F:29])[CH2:7][CH2:6][N:5]([C:8]([C:10]2[NH:11][C:12]3[C:17]([CH:18]=2)=[CH:16][C:15]([O:19][CH:20]2[CH2:25][CH2:24][N:23](C(C)C)[CH2:22][CH2:21]2)=[CH:14][CH:13]=3)=[O:9])[CH2:4][CH2:3]1.Cl.[C:31]([O:35][C:36](N1CCC(OC2C=C3C(=CC=2)NC(C(O)=O)=C3)CC1)=[O:37])([CH3:34])([CH3:33])[CH3:32].C1(N2CCC(OC3C=C4C(=CC=3)N(C3C=NC=NC=3)C(C(N3CCC(F)(F)CC3)=O)=C4)CC2)CCC1, predict the reaction product. The product is: [C:31]([O:35][C:36]([N:23]1[CH2:24][CH2:25][CH:20]([O:19][C:15]2[CH:16]=[C:17]3[C:12](=[CH:13][CH:14]=2)[NH:11][C:10]([C:8]([N:5]2[CH2:6][CH2:7][C:2]([F:29])([F:1])[CH2:3][CH2:4]2)=[O:9])=[CH:18]3)[CH2:21][CH2:22]1)=[O:37])([CH3:34])([CH3:33])[CH3:32]. (3) The product is: [C@@H:20]1([C:50]2[CH:55]=[CH:54][C:53]([Cl:56])=[C:52]([CH2:57][C:58]3[S:59][C:60]([C:63]4[N:64]=[CH:65][CH:66]=[CH:67][N:68]=4)=[CH:61][CH:62]=3)[CH:51]=2)[O:21][C@H:22]([CH2:41][OH:42])[C@@H:23]([OH:33])[C@H:24]([OH:25])[C@H:19]1[OH:18]. Given the reactants O1[C@H](CO)[C@@H](O)[C@H](O)C=C1.C([O:18][C@@H:19]1[C@@H:24]([O:25]CC2C=CC=CC=2)[C@H:23]([O:33]CC2C=CC=CC=2)[C@@H:22]([CH2:41][O:42]CC2C=CC=CC=2)[O:21][C@H:20]1[C:50]1[CH:55]=[CH:54][C:53]([Cl:56])=[C:52]([CH2:57][C:58]2[S:59][C:60]([C:63]3[N:68]=[CH:67][CH:66]=[CH:65][N:64]=3)=[CH:61][CH:62]=2)[CH:51]=1)C1C=CC=CC=1.C(=O)([O-])O.[Na+].S([O-])([O-])(=O)=S.[Na+].[Na+], predict the reaction product. (4) Given the reactants [C:1]1([C:11]2[CH:16]=[CH:15][C:14](N[C:4]3[CH:5]=[CH:10][C:1]([C:11]4[CH:12]=[CH:13][CH:14]=[CH:15][CH:16]=4)=[CH:2][CH:3]=3)=[CH:13][CH:12]=2)[C:10]2[C:5](=CC=CC=2)[CH:4]=[CH:3][CH:2]=1.[NH2:30][C:31]1[C:32]2[C:37]([C:38]3[CH:39]=[CH:40][CH:41]=[CH:42][C:43]=3[CH:44]=1)=[CH:36][CH:35]=[CH:34][CH:33]=2, predict the reaction product. The product is: [C:1]1([C:11]2[CH:12]=[CH:13][CH:14]=[CH:15][CH:16]=2)[CH:10]=[CH:5][C:4]([NH:30][C:31]2[C:32]3[C:37]([C:38]4[CH:39]=[CH:40][CH:41]=[CH:42][C:43]=4[CH:44]=2)=[CH:36][CH:35]=[CH:34][CH:33]=3)=[CH:3][CH:2]=1.